This data is from Forward reaction prediction with 1.9M reactions from USPTO patents (1976-2016). The task is: Predict the product of the given reaction. (1) Given the reactants [S:1]1[C:5]2[CH:6]=[CH:7][CH:8]=[CH:9][C:4]=2[N:3]=[N:2]1.[BrH:10].[Br:11]Br.S([O-])([O-])(=O)=S.[Na+].[Na+], predict the reaction product. The product is: [Br:10][C:9]1[C:4]2[N:3]=[N:2][S:1][C:5]=2[C:6]([Br:11])=[CH:7][CH:8]=1. (2) Given the reactants [H-].[Na+].[CH:3]([OH:6])([CH3:5])[CH3:4].[Br:7][C:8]1[CH:15]=[CH:14][C:11]([CH2:12]Br)=[CH:10][CH:9]=1, predict the reaction product. The product is: [Br:7][C:8]1[CH:15]=[CH:14][C:11]([CH2:12][O:6][CH:3]([CH3:5])[CH3:4])=[CH:10][CH:9]=1. (3) Given the reactants [CH3:1][O:2][C:3]1[CH:4]=[C:5]([CH:9]2[CH2:13][O:12][CH2:11][CH:10]2[OH:14])[CH:6]=[CH:7][CH:8]=1.[Cr](Cl)(O)(=O)=O.N1C=CC=CC=1.ClCCl, predict the reaction product. The product is: [CH3:1][O:2][C:3]1[CH:4]=[C:5]([CH:9]2[CH2:13][O:12][CH2:11][C:10]2=[O:14])[CH:6]=[CH:7][CH:8]=1.